This data is from Catalyst prediction with 721,799 reactions and 888 catalyst types from USPTO. The task is: Predict which catalyst facilitates the given reaction. Reactant: Br[C:2]1[CH:3]=[C:4]([F:11])[C:5]([O:9][CH3:10])=[C:6]([F:8])[CH:7]=1.[F:12][C:13]([F:19])([F:18])[C:14](OC)=[O:15].Cl. Product: [F:8][C:6]1[CH:7]=[C:2]([C:14](=[O:15])[C:13]([F:19])([F:18])[F:12])[CH:3]=[C:4]([F:11])[C:5]=1[O:9][CH3:10]. The catalyst class is: 1.